This data is from Forward reaction prediction with 1.9M reactions from USPTO patents (1976-2016). The task is: Predict the product of the given reaction. Given the reactants [C:1]1([CH2:7][CH2:8][OH:9])[CH:6]=[CH:5][CH:4]=[CH:3][CH:2]=1.O.[C:11]([OH:15])(=[O:14])[CH:12]=O, predict the reaction product. The product is: [CH:12]1([C:11]([OH:15])=[O:14])[C:6]2[C:1](=[CH:2][CH:3]=[CH:4][CH:5]=2)[CH2:7][CH2:8][O:9]1.